Dataset: Forward reaction prediction with 1.9M reactions from USPTO patents (1976-2016). Task: Predict the product of the given reaction. (1) Given the reactants [NH2:1][C:2]1[CH:12]=[CH:11][C:10]([C:13]2[N:14](C(OC(C)(C)C)=O)[C:15]3[C:20]([CH:21]=2)=[CH:19][CH:18]=[CH:17][CH:16]=3)=[C:4]2[C:5]([NH:7][C:8](=[O:9])[C:3]=12)=[O:6].Cl.CO.C(=O)([O-])O.[Na+], predict the reaction product. The product is: [NH2:1][C:2]1[CH:12]=[CH:11][C:10]([C:13]2[NH:14][C:15]3[C:20]([CH:21]=2)=[CH:19][CH:18]=[CH:17][CH:16]=3)=[C:4]2[C:5]([NH:7][C:8](=[O:9])[C:3]=12)=[O:6]. (2) Given the reactants [F:1][C:2]1[C:3]([C:22]([NH:24][CH2:25][C:26]2([C:32]3[CH:37]=[CH:36][CH:35]=[CH:34][CH:33]=3)[CH2:31][CH2:30][NH:29][CH2:28][CH2:27]2)=[O:23])=[N:4][CH:5]=[CH:6][C:7]=1[S:8][C:9]1[S:13][C:12]([NH:14][C:15]2[CH:20]=[C:19]([CH3:21])[CH:18]=[CH:17][N:16]=2)=[N:11][CH:10]=1.[Cl:38][C:39]1[CH:47]=[C:46]([F:48])[C:45]([S:49](=[O:52])(=[O:51])[NH2:50])=[CH:44][C:40]=1[C:41](O)=[O:42], predict the reaction product. The product is: [Cl:38][C:39]1[CH:47]=[C:46]([F:48])[C:45]([S:49](=[O:51])(=[O:52])[NH2:50])=[CH:44][C:40]=1[C:41]([N:29]1[CH2:28][CH2:27][C:26]([CH2:25][NH:24][C:22](=[O:23])[C:3]2[C:2]([F:1])=[C:7]([S:8][C:9]3[S:13][C:12]([NH:14][C:15]4[CH:20]=[C:19]([CH3:21])[CH:18]=[CH:17][N:16]=4)=[N:11][CH:10]=3)[CH:6]=[CH:5][N:4]=2)([C:32]2[CH:33]=[CH:34][CH:35]=[CH:36][CH:37]=2)[CH2:31][CH2:30]1)=[O:42]. (3) Given the reactants O[C:2]1[CH:7]=[CH:6][C:5](C=CC(=O)C=C[C:2]2[CH:7]=[CH:6][C:5](O)=[C:4](OC)[CH:3]=2)=[CH:4][C:3]=1OC.COCO[C:29]1[CH:34]=[CH:33][C:32]([CH:35]=[CH:36][C:37](=[O:52])[CH:38]=[CH:39][C:40]2[CH:45]=[CH:44][C:43](OCOC)=[C:42](OC)[CH:41]=2)=[CH:31][C:30]=1OC, predict the reaction product. The product is: [CH2:39]([C:36]([CH2:35][C:32]1[CH:31]=[CH:30][CH:29]=[CH:34][CH:33]=1)([C:37](=[O:52])[CH2:36][CH2:35][C:5]1[CH:4]=[CH:3][CH:2]=[CH:7][CH:6]=1)[C:37](=[O:52])[CH2:38][CH2:39][C:40]1[CH:41]=[CH:42][CH:43]=[CH:44][CH:45]=1)[C:40]1[CH:45]=[CH:44][CH:43]=[CH:42][CH:41]=1. (4) Given the reactants [CH3:1][O:2][CH2:3][CH2:4][O:5][C:6]1[CH:11]=[CH:10][C:9]([C:12]2[CH:17]=[CH:16][C:15]([C:18]3([NH:21][C:22]([NH:24][CH:25]4[CH:30]5[CH2:31][CH2:32][N:27]([CH2:28][CH2:29]5)[CH2:26]4)=[O:23])[CH2:20][CH2:19]3)=[CH:14][CH:13]=2)=[CH:8][CH:7]=1.N12CCC(CC1)N(C(N1CCN(C3C=CC=CC=3)CC1)=O)C[CH2:34]2, predict the reaction product. The product is: [CH3:1][O:2][CH2:3][CH2:4][O:5][C:6]1[CH:7]=[CH:8][C:9]([C:12]2[CH:17]=[CH:16][C:15]([C:18]3([NH:21][C:22]([NH:24][C:25]4([CH3:34])[CH:30]5[CH2:29][CH2:28][N:27]([CH2:32][CH2:31]5)[CH2:26]4)=[O:23])[CH2:19][CH2:20]3)=[CH:14][CH:13]=2)=[CH:10][CH:11]=1. (5) Given the reactants C([O:3][C:4](=[O:32])[CH2:5][O:6][C:7]1[CH:16]=[CH:15][C:14]2[C:9](=[CH:10][CH:11]=[C:12]([C:17]3[O:18][C:19]4[CH:30]=[CH:29][CH:28]=[CH:27][C:20]=4[C:21]=3[CH2:22][CH2:23][CH2:24][CH2:25][CH3:26])[CH:13]=2)[C:8]=1[Br:31])C.[OH-].[K+], predict the reaction product. The product is: [Br:31][C:8]1[C:9]2[C:14](=[CH:13][C:12]([C:17]3[O:18][C:19]4[CH:30]=[CH:29][CH:28]=[CH:27][C:20]=4[C:21]=3[CH2:22][CH2:23][CH2:24][CH2:25][CH3:26])=[CH:11][CH:10]=2)[CH:15]=[CH:16][C:7]=1[O:6][CH2:5][C:4]([OH:32])=[O:3].